From a dataset of Catalyst prediction with 721,799 reactions and 888 catalyst types from USPTO. Predict which catalyst facilitates the given reaction. (1) Product: [CH3:13][C:14]1([CH3:18])[O:1][C:2]2[CH:11]=[CH:10][C:9]3[C:4]([C:3]=2[CH:16]=[CH:15]1)=[CH:5][C:6]([OH:12])=[CH:7][CH:8]=3. Reactant: [OH:1][C:2]1[CH:11]=[CH:10][C:9]2[C:4](=[CH:5][C:6]([OH:12])=[CH:7][CH:8]=2)[CH:3]=1.[CH3:13][C:14]([CH3:18])=[CH:15][CH:16]=O.N1C=CC=CC=1. The catalyst class is: 27. (2) Reactant: CO[C:3]([C:5]1[C:6]([OH:29])=[C:7]2[C:12](=[CH:13][N:14]=1)[N:11]([CH2:15][C:16]1[CH:21]=[CH:20][CH:19]=[CH:18][CH:17]=1)[C:10](=[O:22])[C:9]([C:23]1[CH:28]=[CH:27][CH:26]=[CH:25][CH:24]=1)=[CH:8]2)=[O:4].[C:30]([O:34][C:35](=[O:41])[C:36]([CH3:40])([CH3:39])[CH2:37][NH2:38])([CH3:33])([CH3:32])[CH3:31]. Product: [C:30]([O:34][C:35](=[O:41])[C:36]([CH3:40])([CH3:39])[CH2:37][NH:38][C:3]([C:5]1[C:6]([OH:29])=[C:7]2[C:12](=[CH:13][N:14]=1)[N:11]([CH2:15][C:16]1[CH:17]=[CH:18][CH:19]=[CH:20][CH:21]=1)[C:10](=[O:22])[C:9]([C:23]1[CH:24]=[CH:25][CH:26]=[CH:27][CH:28]=1)=[CH:8]2)=[O:4])([CH3:33])([CH3:31])[CH3:32]. The catalyst class is: 14.